This data is from NCI-60 drug combinations with 297,098 pairs across 59 cell lines. The task is: Regression. Given two drug SMILES strings and cell line genomic features, predict the synergy score measuring deviation from expected non-interaction effect. (1) Drug 1: C1CCC(C(C1)N)N.C(=O)(C(=O)[O-])[O-].[Pt+4]. Drug 2: COCCOC1=C(C=C2C(=C1)C(=NC=N2)NC3=CC=CC(=C3)C#C)OCCOC.Cl. Cell line: OVCAR-4. Synergy scores: CSS=3.95, Synergy_ZIP=-2.62, Synergy_Bliss=-0.154, Synergy_Loewe=0.859, Synergy_HSA=1.06. (2) Drug 1: CCC1=C2CN3C(=CC4=C(C3=O)COC(=O)C4(CC)O)C2=NC5=C1C=C(C=C5)O. Drug 2: CC(C)CN1C=NC2=C1C3=CC=CC=C3N=C2N. Cell line: ACHN. Synergy scores: CSS=35.7, Synergy_ZIP=7.71, Synergy_Bliss=6.97, Synergy_Loewe=-25.4, Synergy_HSA=8.56.